Dataset: Reaction yield outcomes from USPTO patents with 853,638 reactions. Task: Predict the reaction yield, written as a fraction of the theoretical maximum amount of product (1.0 means a 100% yield; for example, 0.34 means a 34% yield). (1) The catalyst is C1(C)C=CC=CC=1. The yield is 0.668. The product is [C:10]12([C:6]3[CH:7]=[C:8]([C:10]45[CH2:19][CH:14]6[CH2:15][CH:16]([CH2:18][CH:12]([CH2:13]6)[CH2:11]4)[CH2:17]5)[C:1]([OH:2])=[CH:3][C:4]=3[OH:5])[CH2:19][CH:14]3[CH2:15][CH:16]([CH2:18][CH:12]([CH2:13]3)[CH2:11]1)[CH2:17]2. The reactants are [C:1]1([CH:8]=[CH:7][CH:6]=[C:4]([OH:5])[CH:3]=1)[OH:2].Br[C:10]12[CH2:19][CH:14]3[CH2:15][CH:16]([CH2:18][CH:12]([CH2:13]3)[CH2:11]1)[CH2:17]2. (2) The product is [Cl:14][C:15]1[N:16]=[CH:17][N:18]=[C:19]([NH:12][CH2:11][CH:10]([C:8]2[CH:7]=[CH:6][N:5]=[C:4]3[CH2:3][CH2:2][O:1][C:9]=23)[CH3:13])[CH:20]=1. The catalyst is CC(O)C. The yield is 0.810. The reactants are [O:1]1[C:9]2[C:4](=[N:5][CH:6]=[CH:7][C:8]=2[CH:10]([CH3:13])[CH2:11][NH2:12])[CH2:3][CH2:2]1.[Cl:14][C:15]1[CH:20]=[C:19](Cl)[N:18]=[CH:17][N:16]=1.CCN(CC)CC.CCOC(C)=O. (3) The reactants are [Br:1][C:2]1[CH:3]=[CH:4][C:5](F)=[N:6][CH:7]=1.[C:9]([O:13][C:14](=[O:21])[NH:15][C@H:16]1[CH2:20][CH2:19][NH:18][CH2:17]1)([CH3:12])([CH3:11])[CH3:10].C([O-])([O-])=O.[K+].[K+]. The catalyst is C(#N)C. The product is [C:9]([O:13][C:14](=[O:21])[NH:15][C@H:16]1[CH2:20][CH2:19][N:18]([C:5]2[CH:4]=[CH:3][C:2]([Br:1])=[CH:7][N:6]=2)[CH2:17]1)([CH3:12])([CH3:10])[CH3:11]. The yield is 0.270.